From a dataset of Full USPTO retrosynthesis dataset with 1.9M reactions from patents (1976-2016). Predict the reactants needed to synthesize the given product. Given the product [C:1]([O:5][C:6](=[O:14])[NH:7][CH:8]1[CH2:13][CH2:12][N:11]([CH2:27][C:26]2[CH:29]=[CH:30][C:23]([F:22])=[CH:24][CH:25]=2)[CH2:10][CH2:9]1)([CH3:4])([CH3:2])[CH3:3], predict the reactants needed to synthesize it. The reactants are: [C:1]([O:5][C:6](=[O:14])[NH:7][CH:8]1[CH2:13][CH2:12][NH:11][CH2:10][CH2:9]1)([CH3:4])([CH3:3])[CH3:2].C(N(CC)CC)C.[F:22][C:23]1[CH:30]=[CH:29][C:26]([CH2:27]Br)=[CH:25][CH:24]=1.